Dataset: Forward reaction prediction with 1.9M reactions from USPTO patents (1976-2016). Task: Predict the product of the given reaction. (1) Given the reactants [CH2:1]([O:3][C:4]([C:6]1[N:15]=[C:9]2[CH:10]=[C:11]([NH2:14])[CH:12]=[CH:13][N:8]2[N:7]=1)=[O:5])[CH3:2].[N:16]1([C:20]([C:22]2[CH:23]=[N:24][N:25]([CH3:30])[C:26]=2[C:27](O)=[O:28])=[O:21])[CH2:19][CH2:18][CH2:17]1.CCCP(=O)=O.C(N(C(C)C)CC)(C)C, predict the reaction product. The product is: [CH2:1]([O:3][C:4]([C:6]1[N:15]=[C:9]2[CH:10]=[C:11]([NH:14][C:27]([C:26]3[N:25]([CH3:30])[N:24]=[CH:23][C:22]=3[C:20]([N:16]3[CH2:19][CH2:18][CH2:17]3)=[O:21])=[O:28])[CH:12]=[CH:13][N:8]2[N:7]=1)=[O:5])[CH3:2]. (2) Given the reactants [CH3:1][C:2]1([CH3:22])[CH2:11][CH2:10][C:9]([CH3:13])([CH3:12])[C:8]2[CH:7]=[C:6]([CH:14]([CH2:17][CH2:18][CH2:19][CH2:20][CH3:21])[CH2:15][OH:16])[CH:5]=[CH:4][C:3]1=2.C1(P(C2C=CC=CC=2)C2C=CC=CC=2)C=CC=CC=1.O[C:43]1[CH:53]=[CH:52][C:46]([C:47]([O:49][CH2:50][CH3:51])=[O:48])=[CH:45][CH:44]=1.N(C(OCC)=O)=NC(OCC)=O, predict the reaction product. The product is: [CH3:1][C:2]1([CH3:22])[CH2:11][CH2:10][C:9]([CH3:12])([CH3:13])[C:8]2[CH:7]=[C:6]([CH:14]([CH2:17][CH2:18][CH2:19][CH2:20][CH3:21])[CH2:15][O:16][C:43]3[CH:53]=[CH:52][C:46]([C:47]([O:49][CH2:50][CH3:51])=[O:48])=[CH:45][CH:44]=3)[CH:5]=[CH:4][C:3]1=2. (3) Given the reactants [CH3:1][O:2][C:3]1[CH:8]=[CH:7][C:6]([S:9]([N:12]2[C:16]([C:17]3[CH:22]=[CH:21][CH:20]=[CH:19][CH:18]=3)=[CH:15][C:14]([CH:23]=O)=[CH:13]2)(=[O:11])=[O:10])=[CH:5][CH:4]=1.[Cl-:25].C[NH3+].[C:28]([BH3-])#[N:29].[Na+], predict the reaction product. The product is: [ClH:25].[CH3:1][O:2][C:3]1[CH:8]=[CH:7][C:6]([S:9]([N:12]2[C:16]([C:17]3[CH:22]=[CH:21][CH:20]=[CH:19][CH:18]=3)=[CH:15][C:14]([CH2:23][NH:29][CH3:28])=[CH:13]2)(=[O:11])=[O:10])=[CH:5][CH:4]=1. (4) The product is: [NH:1]1[C:5]2[CH:6]=[CH:7][CH:8]=[CH:9][C:4]=2[N:3]=[C:2]1[C:10](=[O:12])[CH3:11]. Given the reactants [NH:1]1[C:5]2[CH:6]=[CH:7][CH:8]=[CH:9][C:4]=2[N:3]=[C:2]1[CH:10]([OH:12])[CH3:11].[Cr](O[Cr]([O-])(=O)=O)([O-])(=O)=O.[K+].[K+].[NH4+].[OH-], predict the reaction product.